Dataset: Experimentally validated miRNA-target interactions with 360,000+ pairs, plus equal number of negative samples. Task: Binary Classification. Given a miRNA mature sequence and a target amino acid sequence, predict their likelihood of interaction. (1) The miRNA is hsa-miR-5009-5p with sequence UUGGACUUUUUCAGAUUUGGGGAU. The protein sequence of the target gene is MPSPQLLVLFGSQTGTAQDVSERLGREARRRRLGCRVQALDSYPVVNLINEPLVIFVCATTGQGDPPDNMKNFWRFIFRKNLPSTALCQMDFAVLGLGDSSYAKFNFVAKKLHRRLLQLGGSALLPVCLGDDQHELGPDAAVDPWLRDLWDRVLGLYPPPPGLTEIPPGVPLPSKFTLLFLQEAPSTGSEGQRVAHPGSQEPPSESKPFLAPMISNQRVTGPSHFQDVRLIEFDILGSGISFAAGDVVLIQPSNSAAHVQRFCQVLGLDPDQLFMLQPREPDVSSPTRLPQPCSMRHLVS.... Result: 1 (interaction). (2) The miRNA is cel-miR-1019-5p with sequence GUGAGCAUUGUUCGAGUUUCAUUUU. The protein sequence of the target gene is MVLLAAIDQGTSSSRFLVFEADTGELVTSHQIEVRQLFPHGGWVEMDPMELYDTVVSCISKTIEKLENLGISADEIKSVGVANQRETSIVWDKETGKPLYNAIVWLDTRTSSLADEAISRTASKSKDEFRAKTGLPIHPYFSALKLKWLFQNVPEVKKAYADGNLMFGTVDTWLIWKLTGAYVTDVSNASRTLLLDLHKRKWSTQLCEFFDLPIEILPEIRSSAEVYGHFDKGPLEGVPLSGCLGDQQAAMVGHQCLNAGQTKNTYGTGTFMLCNIGTRPIISKNGLLTTVGFQFGADSP.... Result: 1 (interaction). (3) The miRNA is hsa-miR-589-3p with sequence UCAGAACAAAUGCCGGUUCCCAGA. The protein sequence of the target gene is MSEETATSDNDNSYARVRAVVMTRDDSSGGWLPLGGSGLSSVTVFKVPHQEENGCADFFIRGERLRDKMVVLECMLKKDLIYNKVTPTFHHWKIDDKKFGLTFQSPADARAFDRGIRRAIEDISQGCPESKNEAEGADDLQANEEDSSSSLVKDHLFQQETVVTSEPYRSSNIRPSPFEDLNARRVYMQSQANQITFGQPGLDIQSRSMEYVQRQISKECGSLKSQNRVPLKSIRHVSFQDEDEIVRINPRDILIRRYADYRHPDMWKNDLERDDADSSIQFSKPDSKKSDYLYSCGDET.... Result: 1 (interaction). (4) The miRNA is hsa-miR-4693-5p with sequence AUACUGUGAAUUUCACUGUCACA. The protein sequence of the target gene is MARDLIGPALPPGFKARGTAEDEERDPSPVAGPALPPNYKSSSSDSSDSDEDSSSLYEEGNQESEEDDSGPTARKQRKNQDDDDDDDDGFFGPALPPGFKKQDDSPPRPIIGPALPPGFIKSTQKSDKGRDDPGQQETDSSEDEDIIGPMPAKGPVNYNVTTEFEKRAQRMKEKLTKGDDDSSKPIVRESWMTELPPEMKDFGLGPRTFKRRADDTSGDRSIWTDTPADRERKAKETQEARKSSSKKDEEHILSGRDKRLAEQVSSYNESKRSESLMDIHHKKLKSKAAEDKNKPQERIP.... Result: 0 (no interaction). (5) The miRNA is hsa-miR-6836-3p with sequence AUGCCUCCCCCGGCCCCGCAG. The protein sequence of the target gene is MAEASSLGRQSPRVVSCLEHSLCPGEPGLQTTAVVSMGSGDHQFNLAEILSQNYSVRGECEEASRCPDKPKEELEKDFISQSNDMPFDELLALYGYEASDPISDRESEGGDVAPNLPDMTLDKEQIAKDLLSGEEEEETQSSADDLTPSVTSHEASDLFPNRSGSRFLADEDREPGSSASSDTEEDSLPANKCKKEIMVGPQFQADLSNLHLNRHCEKIYENEDQLLWDPSVLPEREVEEFLYRAVKRRWHEMAGPQLPEGEAVKDSEQALYELVKCNFNVEEALRRLRFNVKVIRDGLC.... Result: 0 (no interaction). (6) The miRNA is ssc-miR-34c with sequence AGGCAGUGUAGUUAGCUGAUUGC. The protein sequence of the target gene is MARQKKMGQSVLRAVFFLVLGLLGHSHGGFPNTISIGGLFMRNTVQEHSAFRFAVQLYNTNQNTTEKPFHLNYHVDHLDSSNSFSVTNAFCSQFSRGVYAIFGFYDQMSMNTLTSFCGALHTSFVTPSFPTDADVQFVIQMRPALKGAILSLLGHYKWEKFVYLYDTERGFSILQAIMEAAVQNNWQVTARSVGNIKDVQEFRRIIEEMDRRQEKRYLIDCEVERINTILEQVVILGKHSRGYHYMLANLGFTDILLERVMHGGANITGFQIVNNENPMVQQFIQRWVRLDEREFPEAKN.... Result: 0 (no interaction).